This data is from Catalyst prediction with 721,799 reactions and 888 catalyst types from USPTO. The task is: Predict which catalyst facilitates the given reaction. (1) Reactant: [NH2:1][C:2]1[C:3]([C:17]([O:19][CH3:20])=[O:18])=[N:4][C:5](B2OC(C)(C)C(C)(C)O2)=[CH:6][N:7]=1.Br[C:22]1[C:27]([F:28])=[CH:26][CH:25]=[CH:24][N:23]=1.C(=O)([O-])[O-].[Cs+].[Cs+]. Product: [NH2:1][C:2]1[C:3]([C:17]([O:19][CH3:20])=[O:18])=[N:4][C:5]([C:22]2[C:27]([F:28])=[CH:26][CH:25]=[CH:24][N:23]=2)=[CH:6][N:7]=1. The catalyst class is: 819. (2) Reactant: [OH:1][C:2]1[CH:7]=[C:6]([CH3:8])[O:5][C:4](=O)[CH:3]=1.[OH-].[Na+].Cl.[NH2:13][CH2:14][CH2:15][C:16]1[CH:24]=[CH:23][C:19]([C:20]([OH:22])=[O:21])=[CH:18][CH:17]=1.Cl. Product: [OH:1][C:2]1[CH:7]=[C:6]([CH3:8])[N:13]([CH2:14][CH2:15][C:16]2[CH:24]=[CH:23][C:19]([C:20]([OH:22])=[O:21])=[CH:18][CH:17]=2)[C:4](=[O:5])[CH:3]=1. The catalyst class is: 72. (3) Reactant: [Cl:1][C:2]1[CH:3]=[C:4]([C:9]2([OH:13])[CH2:12][NH:11][CH2:10]2)[CH:5]=[C:6]([F:8])[CH:7]=1.C(=O)([O-])[O-].[K+].[K+].I[CH2:21][CH3:22].O. Product: [Cl:1][C:2]1[CH:3]=[C:4]([C:9]2([OH:13])[CH2:12][N:11]([CH2:21][CH3:22])[CH2:10]2)[CH:5]=[C:6]([F:8])[CH:7]=1. The catalyst class is: 115. (4) Reactant: [CH2:1]([O:3][C:4](=[O:31])[CH2:5][C:6]1[CH:11]=[CH:10][N:9]=[C:8]([N:12](C(OC(C)(C)C)=O)[CH2:13][C:14]([F:22])([F:21])[C:15]2[CH:20]=[CH:19][CH:18]=[CH:17][N:16]=2)[C:7]=1[F:30])[CH3:2].Cl. Product: [CH2:1]([O:3][C:4](=[O:31])[CH2:5][C:6]1[CH:11]=[CH:10][N:9]=[C:8]([NH:12][CH2:13][C:14]([F:22])([F:21])[C:15]2[CH:20]=[CH:19][CH:18]=[CH:17][N:16]=2)[C:7]=1[F:30])[CH3:2]. The catalyst class is: 25. (5) Reactant: [CH3:1][O:2][CH2:3][CH2:4][CH2:5][C:6]1[CH:11]=[CH:10][CH:9]=[CH:8][C:7]=1[C:12]1[CH:21]=[C:20]([C:22]([F:25])([F:24])[F:23])[C:15]([C:16](OC)=[O:17])=[CH:14][N:13]=1.[BH4-].[Na+]. Product: [CH3:1][O:2][CH2:3][CH2:4][CH2:5][C:6]1[CH:11]=[CH:10][CH:9]=[CH:8][C:7]=1[C:12]1[N:13]=[CH:14][C:15]([CH2:16][OH:17])=[C:20]([C:22]([F:23])([F:25])[F:24])[CH:21]=1. The catalyst class is: 24. (6) Reactant: [CH2:1]([C:3]1[CH:4]=[C:5]([CH:27]=[CH:28][C:29]=1[O:30]C)[O:6][C:7]1[CH:12]=[CH:11][C:10]([C:13](=[O:26])[CH2:14][CH2:15][C:16]([NH:18][CH2:19][C:20]2[CH:21]=[N:22][CH:23]=[CH:24][CH:25]=2)=[O:17])=[CH:9][CH:8]=1)[CH3:2].B(Br)(Br)Br.O. The catalyst class is: 2. Product: [CH2:1]([C:3]1[CH:4]=[C:5]([CH:27]=[CH:28][C:29]=1[OH:30])[O:6][C:7]1[CH:8]=[CH:9][C:10]([C:13](=[O:26])[CH2:14][CH2:15][C:16]([NH:18][CH2:19][C:20]2[CH:21]=[N:22][CH:23]=[CH:24][CH:25]=2)=[O:17])=[CH:11][CH:12]=1)[CH3:2]. (7) Reactant: C[O:2][C:3]([C:5]1[C:6](=[O:24])[NH:7][C:8]2[C:13]([CH:14]=1)=[CH:12][CH:11]=[C:10]([NH:15][CH2:16][CH:17]1[CH2:21][O:20]C(C)(C)[O:18]1)[N:9]=2)=[O:4].[OH-].[Na+]. Product: [OH:18][CH:17]([CH2:21][OH:20])[CH2:16][NH:15][C:10]1[N:9]=[C:8]2[C:13]([CH:14]=[C:5]([C:3]([OH:4])=[O:2])[C:6](=[O:24])[NH:7]2)=[CH:12][CH:11]=1. The catalyst class is: 24. (8) Reactant: [NH2:1][C:2]1[CH:7]=[C:6](Cl)[CH:5]=[CH:4][N:3]=1.[F:9][C:10]1[CH:15]=[C:14]([N+:16]([O-:18])=[O:17])[CH:13]=[CH:12][C:11]=1[OH:19].C(N(CC)C(C)C)(C)C.C(OCC)(=O)C. Product: [NH2:1][C:2]1[CH:7]=[C:6]([O:19][C:11]2[CH:12]=[CH:13][C:14]([N+:16]([O-:18])=[O:17])=[CH:15][C:10]=2[F:9])[CH:5]=[CH:4][N:3]=1. The catalyst class is: 60. (9) Reactant: [ClH:1].[C:2]([C:4]1[CH:11]=[CH:10][C:7]([CH2:8][NH2:9])=[CH:6][CH:5]=1)#[N:3]. Product: [ClH:1].[C:2]([C:4]1[CH:11]=[CH:10][C:7]([CH2:8][NH2:9])=[CH:6][CH:5]=1)#[N:3]. The catalyst class is: 6.